Dataset: Catalyst prediction with 721,799 reactions and 888 catalyst types from USPTO. Task: Predict which catalyst facilitates the given reaction. (1) Reactant: [CH3:1][C:2]1[CH:6]=[CH:5][O:4][C:3]=1[C:7]([O:9][CH3:10])=[O:8].[Br:11]Br. The catalyst class is: 27. Product: [Br:11][C:5]1[O:4][C:3]([C:7]([O:9][CH3:10])=[O:8])=[C:2]([CH3:1])[CH:6]=1. (2) Reactant: Br[C:2]1[C:11]2[C:6](=[CH:7][C:8]([Cl:12])=[CH:9][CH:10]=2)[C:5]([Cl:13])=[N:4][CH:3]=1.[Li]CCCC.B(OC(C)C)(OC(C)C)[O:20]C(C)C.OO.[OH-].[Na+].[O-]S([O-])=O.[Na+].[Na+].Cl. Product: [Cl:13][C:5]1[C:6]2[C:11](=[CH:10][CH:9]=[C:8]([Cl:12])[CH:7]=2)[C:2]([OH:20])=[CH:3][N:4]=1. The catalyst class is: 249. (3) Reactant: [C:1]1([C:7]2[C:8]3[C:13]([CH:14]=[C:15]4[C:20]=2[CH:19]=[CH:18][CH:17]=[CH:16]4)=[CH:12][CH:11]=[CH:10][CH:9]=3)[CH:6]=[CH:5][CH:4]=[CH:3][CH:2]=1.C(O)(=O)C.[I:25]N1C(C)(C)C(=O)N(I)C1=O.O. Product: [I:25][C:14]1[C:15]2[C:20]([C:7]([C:1]3[CH:2]=[CH:3][CH:4]=[CH:5][CH:6]=3)=[C:8]3[C:13]=1[CH:12]=[CH:11][CH:10]=[CH:9]3)=[CH:19][CH:18]=[CH:17][CH:16]=2. The catalyst class is: 22. (4) Reactant: [NH2:1][C:2]1[CH:7]=[CH:6][CH:5]=[CH:4][C:3]=1[NH:8][C:9]([C:11]1[S:19][C:14]2[CH2:15][NH:16][CH2:17][CH2:18][C:13]=2[CH:12]=1)=[O:10].CCN(CC)CC.[N+](C1C=CC([O:36][C:37](=O)[NH:38][C:39]2[CH:40]=[N:41][CH:42]=[CH:43][CH:44]=2)=CC=1)([O-])=O. Product: [NH2:1][C:2]1[CH:7]=[CH:6][CH:5]=[CH:4][C:3]=1[NH:8][C:9]([C:11]1[S:19][C:14]2[CH2:15][N:16]([C:37]([NH:38][C:39]3[CH:40]=[N:41][CH:42]=[CH:43][CH:44]=3)=[O:36])[CH2:17][CH2:18][C:13]=2[CH:12]=1)=[O:10]. The catalyst class is: 3.